Predict the reaction yield, written as a fraction of the theoretical maximum amount of product (1.0 means a 100% yield; for example, 0.34 means a 34% yield). From a dataset of Reaction yield outcomes from USPTO patents with 853,638 reactions. (1) The product is [N+:5]([C:8]1[CH:13]=[CH:12][CH:11]=[C:10]2[C:9]=1[N:15]=[CH:1][CH:3]=[N:14]2)([O-:7])=[O:6]. The reactants are [CH:1]([CH:3]=O)=O.[N+:5]([C:8]1[CH:13]=[CH:12][CH:11]=[C:10]([NH2:14])[C:9]=1[NH2:15])([O-:7])=[O:6].O. The yield is 0.330. The catalyst is CCO. (2) The reactants are [Cl:1][C:2]1[CH:7]=[CH:6][C:5]([CH2:8][C:9]([NH:11][C:12]2[S:13][C:14]3[CH:20]=[C:19]([C:21](O)=[O:22])[CH:18]=[CH:17][C:15]=3[N:16]=2)=[O:10])=[C:4]([F:24])[CH:3]=1.[NH2:25][C:26]1[CH:35]=[CH:34][C:29]2[NH:30][C:31](=[O:33])[O:32][C:28]=2[CH:27]=1.CCN=C=NCCCN(C)C.C1C=CC2N(O)N=NC=2C=1. The catalyst is CN(C=O)C. The product is [O:33]=[C:31]1[NH:30][C:29]2[CH:34]=[CH:35][C:26]([NH:25][C:21]([C:19]3[CH:18]=[CH:17][C:15]4[N:16]=[C:12]([NH:11][C:9](=[O:10])[CH2:8][C:5]5[CH:6]=[CH:7][C:2]([Cl:1])=[CH:3][C:4]=5[F:24])[S:13][C:14]=4[CH:20]=3)=[O:22])=[CH:27][C:28]=2[O:32]1. The yield is 0.240. (3) The reactants are Cl.Cl.[NH2:3][C:4]1[C:5]([CH3:15])=[N:6][C:7]([CH3:14])=[CH:8][C:9]=1[C:10]([F:13])([F:12])[F:11].N.CN(C)C1C=CC=CC=1.[Br:26][CH2:27][C:28](Br)=[O:29]. The catalyst is CO.ClCCl. The product is [Br:26][CH2:27][C:28]([NH:3][C:4]1[C:5]([CH3:15])=[N:6][C:7]([CH3:14])=[CH:8][C:9]=1[C:10]([F:13])([F:11])[F:12])=[O:29]. The yield is 0.960. (4) The reactants are Br[CH2:2][C:3]1[CH:12]=[CH:11][C:10]2[C:5](=[CH:6][CH:7]=[CH:8][CH:9]=2)[CH:4]=1.CI.[CH3:15][N:16]([CH:18]=[O:19])C. The catalyst is C1COCC1. The product is [CH:4]1[C:5]2[C:10](=[CH:9][CH:8]=[CH:7][CH:6]=2)[CH:11]=[CH:12][C:3]=1[CH2:2][N:16]1[CH2:15][CH2:5][CH2:4][CH2:3][CH2:2][C:18]1=[O:19]. The yield is 0.970. (5) The reactants are [Br:1][C:2]1[CH:6]=[N:5][N:4]([CH3:7])[C:3]=1[C:8]1[CH:9]=[C:10]([NH:15][C:16]([NH:18][C:19]2[CH:24]=[CH:23][C:22]([Cl:25])=[CH:21][CH:20]=2)=[O:17])[CH:11]=[CH:12][C:13]=1[OH:14].O[CH2:27][CH2:28][C:29]1[CH:34]=[CH:33][N:32]=[CH:31][CH:30]=1.C1(P(C2C=CC=CC=2)C2C=CC=CC=2)C=CC=CC=1.CC(OC(/N=N/C(OC(C)C)=O)=O)C. The catalyst is C1COCC1. The product is [Br:1][C:2]1[CH:6]=[N:5][N:4]([CH3:7])[C:3]=1[C:8]1[CH:9]=[C:10]([NH:15][C:16]([NH:18][C:19]2[CH:20]=[CH:21][C:22]([Cl:25])=[CH:23][CH:24]=2)=[O:17])[CH:11]=[CH:12][C:13]=1[O:14][CH2:27][CH2:28][C:29]1[CH:34]=[CH:33][N:32]=[CH:31][CH:30]=1. The yield is 0.440. (6) The reactants are C(O)(=O)C(O)=O.[C:7]([O:11][C:12]([N:14]1[CH2:20][C:16]2([CH2:19][NH:18][CH2:17]2)[CH2:15]1)=[O:13])([CH3:10])([CH3:9])[CH3:8].C(N(CC)CC)C.[Cl:28][C:29]1[CH:34]=[C:33]([Cl:35])[CH:32]=[CH:31][C:30]=1[CH2:36][N:37]=[C:38]=[O:39]. The catalyst is ClCCl. The product is [C:7]([O:11][C:12]([N:14]1[CH2:15][C:16]2([CH2:17][N:18]([C:38](=[O:39])[NH:37][CH2:36][C:30]3[CH:31]=[CH:32][C:33]([Cl:35])=[CH:34][C:29]=3[Cl:28])[CH2:19]2)[CH2:20]1)=[O:13])([CH3:10])([CH3:8])[CH3:9]. The yield is 0.850. (7) The catalyst is C(O)C. The product is [CH3:1][N:2]([CH3:32])[C:3]([C:5]1[N:26]([CH:27]2[CH2:31][CH2:30][CH2:29][CH2:28]2)[C:8]2[N:9]=[C:10]([NH:13][C:14]3[CH:19]=[CH:18][C:17]([N:20]4[CH2:21][CH2:22][N:23]([CH2:33][C@H:34]([OH:35])[CH3:36])[CH2:24][CH2:25]4)=[CH:16][N:15]=3)[N:11]=[CH:12][C:7]=2[CH:6]=1)=[O:4]. The reactants are [CH3:1][N:2]([CH3:32])[C:3]([C:5]1[N:26]([CH:27]2[CH2:31][CH2:30][CH2:29][CH2:28]2)[C:8]2[N:9]=[C:10]([NH:13][C:14]3[CH:19]=[CH:18][C:17]([N:20]4[CH2:25][CH2:24][NH:23][CH2:22][CH2:21]4)=[CH:16][N:15]=3)[N:11]=[CH:12][C:7]=2[CH:6]=1)=[O:4].[CH3:33][C@@H:34]1[CH2:36][O:35]1. The yield is 0.160.